From a dataset of Reaction yield outcomes from USPTO patents with 853,638 reactions. Predict the reaction yield, written as a fraction of the theoretical maximum amount of product (1.0 means a 100% yield; for example, 0.34 means a 34% yield). (1) The reactants are C1([Li])C=CC=CC=1.[Cl-].[C:9]1([CH2:14][P+](C2C=CC=CC=2)(C2C=CC=CC=2)C2C=CC=CC=2)[S:13][CH:12]=[CH:11][CH:10]=1.[CH2:34]([N:38]([CH2:47][CH2:48][CH2:49][CH3:50])[C:39]1[CH:46]=[CH:45][C:42]([CH:43]=O)=[CH:41][CH:40]=1)[CH2:35][CH2:36][CH3:37].II. The catalyst is C1(C)C=CC=CC=1.O.O1CCCC1. The product is [CH2:34]([N:38]([CH2:47][CH2:48][CH2:49][CH3:50])[C:39]1[CH:46]=[CH:45][C:42]([CH:43]=[CH:14][C:9]2[S:13][CH:12]=[CH:11][CH:10]=2)=[CH:41][CH:40]=1)[CH2:35][CH2:36][CH3:37]. The yield is 0.948. (2) The reactants are [OH:1][CH2:2][C@@H:3]([NH:8][C:9](=[O:15])[O:10][C:11]([CH3:14])([CH3:13])[CH3:12])[CH2:4][CH:5]([CH3:7])[CH3:6].Cl[C:17]1[CH:18]=[CH:19][C:20]2[C:32]3[C:27](=[CH:28][N:29]=[C:30]([NH:33][C:34](=[O:36])[CH3:35])[CH:31]=3)[CH2:26][O:25][C:21]=2[C:22]=1[O:23][CH3:24]. No catalyst specified. The product is [C:34]([NH:33][C:30]1[CH:31]=[C:32]2[C:20]3[CH:19]=[CH:18][C:17]([O:1][CH2:2][C@@H:3]([NH:8][C:9](=[O:15])[O:10][C:11]([CH3:13])([CH3:12])[CH3:14])[CH2:4][CH:5]([CH3:7])[CH3:6])=[C:22]([O:23][CH3:24])[C:21]=3[O:25][CH2:26][C:27]2=[CH:28][N:29]=1)(=[O:36])[CH3:35]. The yield is 0.600. (3) The reactants are [C:1](N1C=CN=C1)(N1C=CN=C1)=[O:2].[CH:13]([C:16]1[CH:22]=[CH:21][C:19]([NH2:20])=[CH:18][CH:17]=1)([CH3:15])[CH3:14].[N:23]1[C:28]2[S:29][CH:30]=[CH:31][C:27]=2[C:26]([N:32]2[CH2:37][CH2:36][CH:35]([OH:38])[CH2:34][CH2:33]2)=[N:25][CH:24]=1. The catalyst is C(Cl)Cl.CN(C1C=CN=CC=1)C. The product is [N:23]1[C:28]2[S:29][CH:30]=[CH:31][C:27]=2[C:26]([N:32]2[CH2:33][CH2:34][CH:35]([O:38][C:1](=[O:2])[NH:20][C:19]3[CH:21]=[CH:22][C:16]([CH:13]([CH3:15])[CH3:14])=[CH:17][CH:18]=3)[CH2:36][CH2:37]2)=[N:25][CH:24]=1. The yield is 0.170. (4) The reactants are Br[C:2]1[CH:7]=[CH:6][C:5]([C:8]2[CH:12]=[C:11]([CH2:13][CH2:14][OH:15])[O:10][N:9]=2)=[C:4]([C:16]([F:19])([F:18])[F:17])[CH:3]=1.[CH:20]1(B(O)O)[CH2:22][CH2:21]1.C(N(C(C)C)CC)(C)C.[OH-].[Na+].S(=O)(=O)(O)O. The catalyst is [CH-]1C=C(P(C2C=CC=CC=2)C2C=CC=CC=2)C=C1.[CH-]1C=C(P(C2C=CC=CC=2)C2C=CC=CC=2)C=C1.Cl[Pd]Cl.[Fe+2].O.C1(C)C=CC=CC=1. The product is [CH:20]1([C:2]2[CH:7]=[CH:6][C:5]([C:8]3[CH:12]=[C:11]([CH2:13][CH2:14][OH:15])[O:10][N:9]=3)=[C:4]([C:16]([F:19])([F:18])[F:17])[CH:3]=2)[CH2:22][CH2:21]1. The yield is 1.00. (5) The reactants are Br[C:2]1[C:7]([N+:8]([O-:10])=[O:9])=[CH:6][CH:5]=[CH:4][C:3]=1[CH3:11].[C:12]1([NH2:18])[CH:17]=[CH:16][CH:15]=[CH:14][CH:13]=1.C([O-])([O-])=O.[Cs+].[Cs+]. The catalyst is C1(C)C=CC=CC=1.CC([O-])=O.CC([O-])=O.[Pd+2].C1C=CC(P(C2C=CC3C(=CC=CC=3)C=2C2C3C(=CC=CC=3)C=CC=2P(C2C=CC=CC=2)C2C=CC=CC=2)C2C=CC=CC=2)=CC=1. The product is [CH3:11][C:3]1[CH:4]=[CH:5][CH:6]=[C:7]([N+:8]([O-:10])=[O:9])[C:2]=1[NH:18][C:12]1[CH:17]=[CH:16][CH:15]=[CH:14][CH:13]=1. The yield is 0.930.